Dataset: Reaction yield outcomes from USPTO patents with 853,638 reactions. Task: Predict the reaction yield, written as a fraction of the theoretical maximum amount of product (1.0 means a 100% yield; for example, 0.34 means a 34% yield). (1) The reactants are [CH3:1][O:2][C:3]1[CH:4]=[C:5]2[C:10](=[CH:11][C:12]=1[O:13][CH2:14][C@@H:15]1[CH2:17][O:16]1)[N:9]=[CH:8][N:7]=[C:6]2[O:18][C:19]1[CH:20]=[C:21]2[C:25](=[CH:26][CH:27]=1)[NH:24][C:23]([CH3:28])=[CH:22]2.[NH:29]1[CH2:33][CH2:32][CH2:31][CH2:30]1. The catalyst is C1COCC1. The product is [OH:16][C@@H:15]([CH2:17][N:29]1[CH2:33][CH2:32][CH2:31][CH2:30]1)[CH2:14][O:13][C:12]1[CH:11]=[C:10]2[C:5]([C:6]([O:18][C:19]3[CH:20]=[C:21]4[C:25](=[CH:26][CH:27]=3)[NH:24][C:23]([CH3:28])=[CH:22]4)=[N:7][CH:8]=[N:9]2)=[CH:4][C:3]=1[O:2][CH3:1]. The yield is 0.360. (2) The reactants are [Cl:1][C:2]1[CH:7]=[CH:6][C:5]([CH2:8][NH:9][C:10](=[O:27])[C:11]2[C:16]([C:17]([CH3:19])=[CH2:18])=[CH:15][C:14]([N:20]3[CH2:25][CH2:24][O:23][CH2:22][CH2:21]3)=[CH:13][C:12]=2[F:26])=[CH:4][CH:3]=1. The catalyst is CO. The product is [Cl:1][C:2]1[CH:7]=[CH:6][C:5]([CH2:8][NH:9][C:10](=[O:27])[C:11]2[C:16]([CH:17]([CH3:19])[CH3:18])=[CH:15][C:14]([N:20]3[CH2:21][CH2:22][O:23][CH2:24][CH2:25]3)=[CH:13][C:12]=2[F:26])=[CH:4][CH:3]=1. The yield is 0.330. (3) The reactants are C([O:3][C:4]([C:6]1[C:11]([NH:12][C:13]2[CH:18]=[CH:17][C:16]([CH3:19])=[CH:15][C:14]=2[F:20])=[C:10]([CH3:21])[C:9](=[O:22])[N:8]([CH3:23])[C:7]=1[CH2:24]Br)=O)C.[NH3:26]. The catalyst is CO. The product is [F:20][C:14]1[CH:15]=[C:16]([CH3:19])[CH:17]=[CH:18][C:13]=1[NH:12][C:11]1[C:6]2[C:4](=[O:3])[NH:26][CH2:24][C:7]=2[N:8]([CH3:23])[C:9](=[O:22])[C:10]=1[CH3:21]. The yield is 0.460. (4) The reactants are [Cl:1][C:2]1[S:6][C:5]([C:7]([OH:9])=O)=[CH:4][C:3]=1[C:10]1[N:14]([CH3:15])[N:13]=[CH:12][C:11]=1[Cl:16].C(N(CC)C(C)C)(C)C.[NH2:26][C@@H:27]([CH2:40][CH:41]1[CH2:46][CH2:45][CH2:44][CH2:43][CH2:42]1)[CH2:28][N:29]1[C:37](=[O:38])[C:36]2[C:31](=[CH:32][CH:33]=[CH:34][CH:35]=2)[C:30]1=[O:39].CC(OC(N[C@H](C(O)=O)CC1C=CC=CC=1C(F)(F)F)=O)(C)C.F[P-](F)(F)(F)(F)F.Br[P+](N1CCCC1)(N1CCCC1)N1CCCC1. The catalyst is C(Cl)Cl. The product is [Cl:1][C:2]1[S:6][C:5]([C:7]([NH:26][C@H:27]([CH2:28][N:29]2[C:37](=[O:38])[C:36]3[C:31](=[CH:32][CH:33]=[CH:34][CH:35]=3)[C:30]2=[O:39])[CH2:40][CH:41]2[CH2:46][CH2:45][CH2:44][CH2:43][CH2:42]2)=[O:9])=[CH:4][C:3]=1[C:10]1[N:14]([CH3:15])[N:13]=[CH:12][C:11]=1[Cl:16]. The yield is 0.710. (5) The reactants are [F:1][C:2]1[CH:3]=[C:4]2[C:9](=[CH:10][CH:11]=1)[CH:8]=[C:7]([C:12](O)=[O:13])[CH:6]=[CH:5]2.B.C1COCC1. No catalyst specified. The product is [F:1][C:2]1[CH:3]=[C:4]2[C:9](=[CH:10][CH:11]=1)[CH:8]=[C:7]([CH2:12][OH:13])[CH:6]=[CH:5]2. The yield is 0.820. (6) The reactants are [Cl:1][C:2]1[CH:3]=[CH:4][C:5]2[C:11](=[O:12])[CH2:10][CH2:9][C:8](=[O:13])[NH:7][C:6]=2[CH:14]=1.[CH2:15](Br)[C:16]1[CH:21]=[CH:20][CH:19]=[CH:18][CH:17]=1. No catalyst specified. The product is [CH2:15]([N:7]1[C:8](=[O:13])[CH2:9][CH2:10][C:11](=[O:12])[C:5]2[CH:4]=[CH:3][C:2]([Cl:1])=[CH:14][C:6]1=2)[C:16]1[CH:21]=[CH:20][CH:19]=[CH:18][CH:17]=1. The yield is 0.380. (7) The reactants are [Br:1][C:2]1[CH:7]=[C:6]([O:8][CH3:9])[C:5]([OH:10])=[C:4]([OH:11])[CH:3]=1.[C:12](=O)([O-])[O-].[K+].[K+].BrCBr. The catalyst is CN(C)C=O. The product is [Br:1][C:2]1[CH:3]=[C:4]([O:11][CH3:12])[C:5]2[O:10][CH2:9][O:8][C:6]=2[CH:7]=1. The yield is 0.520.